Dataset: Full USPTO retrosynthesis dataset with 1.9M reactions from patents (1976-2016). Task: Predict the reactants needed to synthesize the given product. (1) Given the product [Cl:1][C:2]1[CH:7]=[C:6]([CH:5]=[C:4]([Cl:8])[C:3]=1[OH:9])[CH:25]=[O:27], predict the reactants needed to synthesize it. The reactants are: [Cl:1][C:2]1[CH:7]=[CH:6][CH:5]=[C:4]([Cl:8])[C:3]=1[OH:9].C1N2CN3CN(C2)CN1C3.S(=O)(=O)(O)O.[C:25](O)(=[O:27])C. (2) Given the product [C:19]1([CH3:27])[CH:24]=[CH:23][CH:22]=[C:21]([C:4](=[O:17])[CH2:5][CH2:6][C:7]2[CH:12]=[CH:11][C:10]([C:13]([F:16])([F:15])[F:14])=[CH:9][CH:8]=2)[CH:20]=1, predict the reactants needed to synthesize it. The reactants are: CON(C)[C:4](=[O:17])[CH2:5][CH2:6][C:7]1[CH:12]=[CH:11][C:10]([C:13]([F:16])([F:15])[F:14])=[CH:9][CH:8]=1.[C:19]1([CH3:27])[CH:24]=[CH:23][CH:22]=[C:21]([Mg]Br)[CH:20]=1.Cl.O. (3) Given the product [CH3:1][O:2][C:3]1[CH:4]=[C:5]([CH2:11][CH2:12][C:13]([NH2:15])=[S:17])[CH:6]=[CH:7][C:8]=1[O:9][CH3:10], predict the reactants needed to synthesize it. The reactants are: [CH3:1][O:2][C:3]1[CH:4]=[C:5]([CH2:11][CH2:12][C:13]([NH2:15])=O)[CH:6]=[CH:7][C:8]=1[O:9][CH3:10].P12(SP3(SP(SP(S3)(S1)=S)(=S)S2)=S)=[S:17]. (4) Given the product [CH3:1][C:2]1[CH:7]([C:8]([O:10][CH3:11])=[O:9])[CH2:6][CH2:5][C:4](=[O:12])[CH:3]=1, predict the reactants needed to synthesize it. The reactants are: [CH3:1][C:2]1[CH:7]([C:8]([O:10][CH3:11])=[O:9])[CH2:6][CH2:5][C:4](=[O:12])[C:3]=1C(OC)=O.C[O-].[Na+]. (5) Given the product [Cl:1][C:2]1[CH:7]=[CH:6][N:5]=[C:4]2[N:8]([C:13]3[N:18]=[CH:17][CH:16]=[CH:15][N:14]=3)[CH:9]=[C:10]([C:11]([OH:20])=[O:12])[C:3]=12, predict the reactants needed to synthesize it. The reactants are: [Cl:1][C:2]1[CH:7]=[CH:6][N:5]=[C:4]2[N:8]([C:13]3[N:18]=[CH:17][CH:16]=[CH:15][N:14]=3)[CH:9]=[C:10]([CH:11]=[O:12])[C:3]=12.Cl([O-])=[O:20].[Na+].S(=O)(=O)(O)N. (6) Given the product [SH:14][C:11]1[S:13][CH:2]=[C:3]([C:4]([O:6][CH2:7][CH3:8])=[O:5])[N:12]=1, predict the reactants needed to synthesize it. The reactants are: Br[CH2:2][C:3](=O)[C:4]([O:6][CH2:7][CH3:8])=[O:5].[NH4+].[C:11](=[S:14])([S-:13])[NH2:12].